This data is from Full USPTO retrosynthesis dataset with 1.9M reactions from patents (1976-2016). The task is: Predict the reactants needed to synthesize the given product. (1) Given the product [Cl:1][C:2]1[CH:3]=[C:4]([CH2:9][C:10]([N:14]([CH3:13])[C@H:15]2[CH2:34][N:19]3[C:20]4[C:25]([C:26]([CH2:27][C:28]([OH:30])=[O:29])=[C:18]3[CH2:17][CH2:16]2)=[CH:24][CH:23]=[CH:22][CH:21]=4)=[O:12])[CH:5]=[CH:6][C:7]=1[F:8], predict the reactants needed to synthesize it. The reactants are: [Cl:1][C:2]1[CH:3]=[C:4]([CH2:9][C:10]([OH:12])=O)[CH:5]=[CH:6][C:7]=1[F:8].[CH3:13][NH:14][C@H:15]1[CH2:34][N:19]2[C:20]3[C:25]([C:26]([CH2:27][C:28]([O:30]CCC)=[O:29])=[C:18]2[CH2:17][CH2:16]1)=[CH:24][CH:23]=[CH:22][CH:21]=3. (2) The reactants are: [S:1]([Cl:5])(Cl)(=[O:3])=[O:2].CN(C=O)C.[CH3:11][O:12][C:13]1[CH:18]=[CH:17][C:16]([C:19]2[S:20][CH:21]=[CH:22][CH:23]=2)=[CH:15][CH:14]=1. Given the product [CH3:11][O:12][C:13]1[CH:14]=[CH:15][C:16]([C:19]2[S:20][C:21]([S:1]([Cl:5])(=[O:3])=[O:2])=[CH:22][CH:23]=2)=[CH:17][CH:18]=1, predict the reactants needed to synthesize it.